The task is: Predict which catalyst facilitates the given reaction.. This data is from Catalyst prediction with 721,799 reactions and 888 catalyst types from USPTO. Reactant: Br[C:2]1[S:6][C:5]([N:7]2[CH:11]=[CH:10][N:9]=[C:8]2[CH3:12])=[CH:4][CH:3]=1.[Li]CCCC.[CH2:18]([Sn:22](Cl)([CH2:27][CH2:28][CH2:29][CH3:30])[CH2:23][CH2:24][CH2:25][CH3:26])[CH2:19][CH2:20][CH3:21].[NH4+].[Cl-]. Product: [CH3:12][C:8]1[N:7]([C:5]2[S:6][C:2]([Sn:22]([CH2:23][CH2:24][CH2:25][CH3:26])([CH2:27][CH2:28][CH2:29][CH3:30])[CH2:18][CH2:19][CH2:20][CH3:21])=[CH:3][CH:4]=2)[CH:11]=[CH:10][N:9]=1. The catalyst class is: 1.